The task is: Predict the product of the given reaction.. This data is from Forward reaction prediction with 1.9M reactions from USPTO patents (1976-2016). (1) The product is: [Br:5][C:6]1[CH:11]=[C:10]([N+:1]([O-:4])=[O:2])[CH:9]=[C:8]([CH3:12])[N+:7]=1[O-:13]. Given the reactants [N+:1]([O-:4])(O)=[O:2].[Br:5][C:6]1[CH:11]=[CH:10][CH:9]=[C:8]([CH3:12])[N+:7]=1[O-:13], predict the reaction product. (2) Given the reactants [CH3:1][C:2]1([C:7]2[N:8]=[C:9]([CH2:12][N:13]3[N:17]=[C:16]([NH2:18])[CH:15]=[N:14]3)[S:10][CH:11]=2)[O:6]CCO1.[F:19][C:20]1[CH:21]=[C:22]([C:26]2[O:30][C:29]([CH3:31])=[N:28][C:27]=2[C:32](O)=[O:33])[CH:23]=[CH:24][CH:25]=1, predict the reaction product. The product is: [C:2]([C:7]1[N:8]=[C:9]([CH2:12][N:13]2[N:17]=[C:16]([NH:18][C:32]([C:27]3[N:28]=[C:29]([CH3:31])[O:30][C:26]=3[C:22]3[CH:23]=[CH:24][CH:25]=[C:20]([F:19])[CH:21]=3)=[O:33])[CH:15]=[N:14]2)[S:10][CH:11]=1)(=[O:6])[CH3:1]. (3) Given the reactants O=[C:2]([CH3:15])[CH2:3][C:4]([NH:6][CH2:7][CH2:8][C:9]1[CH:14]=[CH:13][CH:12]=[CH:11][CH:10]=1)=[O:5].[F:16][C:17]1[C:25]([O:26][CH3:27])=[CH:24][CH:23]=[CH:22][C:18]=1[C:19]([NH2:21])=O.Cl, predict the reaction product. The product is: [F:16][C:17]1[C:25]([O:26][CH3:27])=[CH:24][CH:23]=[CH:22][C:18]=1[C:19]1[N:6]([CH2:7][CH2:8][C:9]2[CH:14]=[CH:13][CH:12]=[CH:11][CH:10]=2)[C:4](=[O:5])[CH:3]=[C:2]([CH3:15])[N:21]=1.